Task: Predict the reaction yield, written as a fraction of the theoretical maximum amount of product (1.0 means a 100% yield; for example, 0.34 means a 34% yield).. Dataset: Reaction yield outcomes from USPTO patents with 853,638 reactions The reactants are [CH2:1]([N:3]1[C:7]([C:8]([OH:10])=O)=[CH:6][C:5]([CH3:11])=[N:4]1)[CH3:2].O1CCCC1.C(Cl)(=O)C(Cl)=O.[NH2:23][C:24]1[CH:25]=[C:26]([CH:43]=[CH:44][C:45]=1[F:46])[O:27][C:28]1[CH:29]=[CH:30][C:31]2[N:32]([CH:34]=[C:35]([NH:37][C:38]([CH:40]3[CH2:42][CH2:41]3)=[O:39])[N:36]=2)[N:33]=1. The catalyst is CN(C)C=O.CN(C)C(=O)C. The product is [CH:40]1([C:38]([NH:37][C:35]2[N:36]=[C:31]3[CH:30]=[CH:29][C:28]([O:27][C:26]4[CH:43]=[CH:44][C:45]([F:46])=[C:24]([NH:23][C:8]([C:7]5[N:3]([CH2:1][CH3:2])[N:4]=[C:5]([CH3:11])[CH:6]=5)=[O:10])[CH:25]=4)=[N:33][N:32]3[CH:34]=2)=[O:39])[CH2:41][CH2:42]1. The yield is 0.530.